This data is from NCI-60 drug combinations with 297,098 pairs across 59 cell lines. The task is: Regression. Given two drug SMILES strings and cell line genomic features, predict the synergy score measuring deviation from expected non-interaction effect. (1) Drug 1: CC12CCC3C(C1CCC2O)C(CC4=C3C=CC(=C4)O)CCCCCCCCCS(=O)CCCC(C(F)(F)F)(F)F. Drug 2: C(CC(=O)O)C(=O)CN.Cl. Cell line: IGROV1. Synergy scores: CSS=5.42, Synergy_ZIP=-2.73, Synergy_Bliss=-1.29, Synergy_Loewe=-2.22, Synergy_HSA=-2.03. (2) Synergy scores: CSS=40.0, Synergy_ZIP=-7.41, Synergy_Bliss=-10.9, Synergy_Loewe=-9.60, Synergy_HSA=-5.10. Cell line: SK-MEL-5. Drug 2: CC=C1C(=O)NC(C(=O)OC2CC(=O)NC(C(=O)NC(CSSCCC=C2)C(=O)N1)C(C)C)C(C)C. Drug 1: CC1=C2C(C(=O)C3(C(CC4C(C3C(C(C2(C)C)(CC1OC(=O)C(C(C5=CC=CC=C5)NC(=O)OC(C)(C)C)O)O)OC(=O)C6=CC=CC=C6)(CO4)OC(=O)C)OC)C)OC. (3) Drug 1: CCC1(CC2CC(C3=C(CCN(C2)C1)C4=CC=CC=C4N3)(C5=C(C=C6C(=C5)C78CCN9C7C(C=CC9)(C(C(C8N6C)(C(=O)OC)O)OC(=O)C)CC)OC)C(=O)OC)O.OS(=O)(=O)O. Drug 2: CCCCCOC(=O)NC1=NC(=O)N(C=C1F)C2C(C(C(O2)C)O)O. Cell line: MALME-3M. Synergy scores: CSS=-1.59, Synergy_ZIP=3.11, Synergy_Bliss=2.53, Synergy_Loewe=-3.16, Synergy_HSA=-3.60. (4) Drug 1: CN(C)C1=NC(=NC(=N1)N(C)C)N(C)C. Drug 2: CS(=O)(=O)OCCCCOS(=O)(=O)C. Cell line: UO-31. Synergy scores: CSS=-3.26, Synergy_ZIP=-0.742, Synergy_Bliss=-2.90, Synergy_Loewe=-6.61, Synergy_HSA=-4.54.